The task is: Predict the reactants needed to synthesize the given product.. This data is from Retrosynthesis with 50K atom-mapped reactions and 10 reaction types from USPTO. (1) The reactants are: Clc1ccc2c(Cl)ccnc2c1.Nc1ccc(S(=O)(=O)N2CCN(c3cc(C(F)(F)F)cc(C(F)(F)F)c3)CC2)cc1. Given the product O=S(=O)(c1ccc(Nc2ccnc3cc(Cl)ccc23)cc1)N1CCN(c2cc(C(F)(F)F)cc(C(F)(F)F)c2)CC1, predict the reactants needed to synthesize it. (2) Given the product CCCCC=C1CCCC1=O, predict the reactants needed to synthesize it. The reactants are: CCCCC=O.O=C1CCCC1. (3) The reactants are: Brc1ccccn1.CCOC(=O)C(F)(F)Br. Given the product CCOC(=O)C(F)(F)c1ccccn1, predict the reactants needed to synthesize it. (4) Given the product CC(C)(CO)C(=O)NC1CCCC1, predict the reactants needed to synthesize it. The reactants are: CC(C)(CO)C(=O)O.NC1CCCC1. (5) Given the product O=Cc1cc(O)ccc1-c1cccc(-n2c(=O)n([C@H]3CC[C@@H](NC(=O)c4cn5cc(F)ccc5n4)CC3)c(=O)c3cc(F)cnc32)c1, predict the reactants needed to synthesize it. The reactants are: CC1(C)OB(c2ccc(O)cc2C=O)OC1(C)C.O=C(N[C@H]1CC[C@@H](n2c(=O)c3cc(F)cnc3n(-c3cccc(I)c3)c2=O)CC1)c1cn2cc(F)ccc2n1. (6) Given the product CCc1noc(C)c1C(=O)N(CCN(C)C)c1cccc(F)c1, predict the reactants needed to synthesize it. The reactants are: CCc1noc(C)c1C(=O)Nc1cccc(F)c1.CN(C)CCCl. (7) Given the product NC(=O)c1cccc(-c2ccc(N)nc2C(Cc2cc(F)cc(F)c2)NC(=O)Cc2c[nH]c3ccc(F)cc23)c1, predict the reactants needed to synthesize it. The reactants are: NC(=O)c1cc(-c2ccc(N)nc2[C@H](Cc2cc(F)cc(F)c2)NC(=O)Cc2c[nH]c3ccc(F)cc23)ccc1F. (8) The reactants are: CCCCc1noc(C=O)c1COc1cc(C(=O)OC)n(C)n1. Given the product CCCCc1noc(CO)c1COc1cc(C(=O)OC)n(C)n1, predict the reactants needed to synthesize it. (9) Given the product CC(C)(C)OC(=O)N1CCC(N2c3ccccc3Oc3cc(C#N)ccc32)CC1, predict the reactants needed to synthesize it. The reactants are: CC(C)(C)OC(=O)N1CCC(Nc2ccc(C#N)cc2Oc2ccccc2Br)CC1. (10) Given the product NC(=O)c1c(NC(=O)c2ccccc2Cl)sc2c1CCCC2, predict the reactants needed to synthesize it. The reactants are: NC(=O)c1c(N)sc2c1CCCC2.O=C(Cl)c1ccccc1Cl.